Dataset: Full USPTO retrosynthesis dataset with 1.9M reactions from patents (1976-2016). Task: Predict the reactants needed to synthesize the given product. (1) Given the product [C:1]([C:3]1[C:4]([C:26]2[CH:25]=[CH:24][C:23]([Cl:22])=[CH:28][C:27]=2[Cl:29])=[C:5]([C:16]([O:18][CH2:19][CH3:20])=[O:17])[S:6][C:7]=1[N:8]1[CH2:13][CH2:12][O:11][CH:10]([CH2:14][F:15])[CH2:9]1)#[N:2], predict the reactants needed to synthesize it. The reactants are: [C:1]([C:3]1[C:4](I)=[C:5]([C:16]([O:18][CH2:19][CH3:20])=[O:17])[S:6][C:7]=1[N:8]1[CH2:13][CH2:12][O:11][CH:10]([CH2:14][F:15])[CH2:9]1)#[N:2].[Cl:22][C:23]1[CH:28]=[C:27]([Cl:29])[CH:26]=[CH:25][C:24]=1B(O)O.C(=O)([O-])[O-].[Na+].[Na+].O.COCCOC. (2) Given the product [OH:8][CH2:9][CH2:10][NH:11][C:12]([C:14]1[N:15]=[C:16]([N:19]2[CH2:20][CH:21]([S:23][C:24]3[C@H:25]([CH3:48])[C@@H:26]4[C@@H:43]([C@H:44]([OH:46])[CH3:45])[C:42](=[O:47])[N:27]4[C:28]=3[C:29]([O:31][CH2:32][C:33]3[CH:38]=[CH:37][C:36]([N+:39]([O-:41])=[O:40])=[CH:35][CH:34]=3)=[O:30])[CH2:22]2)[S:17][CH:18]=1)=[O:13], predict the reactants needed to synthesize it. The reactants are: [Si]([O:8][CH2:9][CH2:10][NH:11][C:12]([C:14]1[N:15]=[C:16]([N:19]2[CH2:22][CH:21]([S:23][C:24]3[C@H:25]([CH3:48])[C@@H:26]4[C@@H:43]([C@H:44]([OH:46])[CH3:45])[C:42](=[O:47])[N:27]4[C:28]=3[C:29]([O:31][CH2:32][C:33]3[CH:38]=[CH:37][C:36]([N+:39]([O-:41])=[O:40])=[CH:35][CH:34]=3)=[O:30])[CH2:20]2)[S:17][CH:18]=1)=[O:13])(C(C)(C)C)(C)C.C(O)(=O)C.[F-].C([N+](CCCC)(CCCC)CCCC)CCC. (3) Given the product [CH2:35]([O:37][C:38]([C:39]1[CH:11]([C:10]2[C:4]3[S:3][C:2](=[O:1])[NH:6][C:5]=3[CH:7]=[CH:8][CH:9]=2)[C:25]2[C:24](=[O:29])[CH2:23][CH:22]([C:15]3[C:16]([CH3:21])=[CH:17][C:18]([CH3:20])=[CH:19][C:14]=3[CH3:13])[CH2:27][C:26]=2[NH:58][C:40]=1[CH2:41][O:42][C:43]([CH3:46])([CH3:45])[CH3:44])=[O:48])[CH3:36], predict the reactants needed to synthesize it. The reactants are: [O:1]=[C:2]1[NH:6][C:5]2[CH:7]=[CH:8][CH:9]=[C:10]([CH:11]=O)[C:4]=2[S:3]1.[CH3:13][C:14]1[CH:19]=[C:18]([CH3:20])[CH:17]=[C:16]([CH3:21])[C:15]=1[CH:22]1[CH2:27][C:26](=O)[CH2:25][C:24](=[O:29])[CH2:23]1.C([O-])(=O)C.[NH4+].[CH2:35]([O:37][C:38](=[O:48])[CH2:39][C:40](=O)[CH2:41][O:42][C:43]([CH3:46])([CH3:45])[CH3:44])[CH3:36].F[B-](F)(F)F.C([N+:58]1C=CN(C)C=1)CCC.